Dataset: NCI-60 drug combinations with 297,098 pairs across 59 cell lines. Task: Regression. Given two drug SMILES strings and cell line genomic features, predict the synergy score measuring deviation from expected non-interaction effect. (1) Drug 1: C1=C(C(=O)NC(=O)N1)F. Drug 2: CC1CCC2CC(C(=CC=CC=CC(CC(C(=O)C(C(C(=CC(C(=O)CC(OC(=O)C3CCCCN3C(=O)C(=O)C1(O2)O)C(C)CC4CCC(C(C4)OC)O)C)C)O)OC)C)C)C)OC. Cell line: HCT116. Synergy scores: CSS=37.3, Synergy_ZIP=-7.98, Synergy_Bliss=-12.2, Synergy_Loewe=-7.74, Synergy_HSA=-6.70. (2) Drug 1: CS(=O)(=O)C1=CC(=C(C=C1)C(=O)NC2=CC(=C(C=C2)Cl)C3=CC=CC=N3)Cl. Drug 2: CC(C)NC(=O)C1=CC=C(C=C1)CNNC.Cl. Cell line: M14. Synergy scores: CSS=-8.57, Synergy_ZIP=3.92, Synergy_Bliss=0.130, Synergy_Loewe=-5.80, Synergy_HSA=-4.95. (3) Drug 1: C1=CN(C(=O)N=C1N)C2C(C(C(O2)CO)O)O.Cl. Drug 2: C1C(C(OC1N2C=NC3=C2NC=NCC3O)CO)O. Cell line: UACC62. Synergy scores: CSS=23.5, Synergy_ZIP=-8.18, Synergy_Bliss=-2.52, Synergy_Loewe=-11.8, Synergy_HSA=-2.84. (4) Drug 1: CC1=CC=C(C=C1)C2=CC(=NN2C3=CC=C(C=C3)S(=O)(=O)N)C(F)(F)F. Drug 2: CC1=C2C(C(=O)C3(C(CC4C(C3C(C(C2(C)C)(CC1OC(=O)C(C(C5=CC=CC=C5)NC(=O)OC(C)(C)C)O)O)OC(=O)C6=CC=CC=C6)(CO4)OC(=O)C)O)C)O. Cell line: MCF7. Synergy scores: CSS=5.55, Synergy_ZIP=-1.12, Synergy_Bliss=0.500, Synergy_Loewe=1.76, Synergy_HSA=0.811. (5) Drug 1: CC=C1C(=O)NC(C(=O)OC2CC(=O)NC(C(=O)NC(CSSCCC=C2)C(=O)N1)C(C)C)C(C)C. Drug 2: C1CN(CCN1C(=O)CCBr)C(=O)CCBr. Cell line: SK-MEL-2. Synergy scores: CSS=65.7, Synergy_ZIP=3.07, Synergy_Bliss=3.25, Synergy_Loewe=-0.231, Synergy_HSA=1.36. (6) Drug 1: CCCCC(=O)OCC(=O)C1(CC(C2=C(C1)C(=C3C(=C2O)C(=O)C4=C(C3=O)C=CC=C4OC)O)OC5CC(C(C(O5)C)O)NC(=O)C(F)(F)F)O. Drug 2: CN(CCCl)CCCl.Cl. Cell line: U251. Synergy scores: CSS=78.0, Synergy_ZIP=4.20, Synergy_Bliss=6.10, Synergy_Loewe=4.99, Synergy_HSA=7.96.